Task: Regression. Given a peptide amino acid sequence and an MHC pseudo amino acid sequence, predict their binding affinity value. This is MHC class II binding data.. Dataset: Peptide-MHC class II binding affinity with 134,281 pairs from IEDB (1) The MHC is HLA-DQA10501-DQB10303 with pseudo-sequence HLA-DQA10501-DQB10303. The binding affinity (normalized) is 0.270. The peptide sequence is HHFHELQLKDGRRIV. (2) The peptide sequence is KIIGGIGGFIKVRQYDQILI. The MHC is DRB1_0401 with pseudo-sequence DRB1_0401. The binding affinity (normalized) is 0.0719. (3) The peptide sequence is LSIEEEDQIDLGELT. The MHC is DRB1_0101 with pseudo-sequence DRB1_0101. The binding affinity (normalized) is 0.124. (4) The peptide sequence is AVTALTIAYLVGSNMK. The MHC is DRB1_1301 with pseudo-sequence DRB1_1301. The binding affinity (normalized) is 0.597. (5) The peptide sequence is TSSTPEAVSLLCSDK. The MHC is HLA-DQA10104-DQB10503 with pseudo-sequence HLA-DQA10104-DQB10503. The binding affinity (normalized) is 0.0545. (6) The peptide sequence is RMVLASTTAKAMEQM. The MHC is DRB5_0101 with pseudo-sequence DRB5_0101. The binding affinity (normalized) is 0.435. (7) The peptide sequence is IGGPVSSHNHIPGYK. The MHC is DRB3_0202 with pseudo-sequence DRB3_0202. The binding affinity (normalized) is 0.329.